This data is from Forward reaction prediction with 1.9M reactions from USPTO patents (1976-2016). The task is: Predict the product of the given reaction. (1) Given the reactants [CH3:1][O:2][C:3]1[CH:8]=[C:7]([N:9]2[CH:13]=[CH:12][CH:11]=[N:10]2)[C:6]([N+:14]([O-])=O)=[CH:5][C:4]=1[NH:17][C:18]1[N:23]=[C:22]([N:24]2[CH:28]=[C:27]([CH:29]=O)[C:26]([CH3:31])=[N:25]2)[CH:21]=[CH:20][N:19]=1.Cl.[NH:33]1[CH2:36][CH2:35][CH2:34]1, predict the reaction product. The product is: [N:33]1([CH2:29][C:27]2[C:26]([CH3:31])=[N:25][N:24]([C:22]3[CH:21]=[CH:20][N:19]=[C:18]([NH:17][C:4]4[C:3]([O:2][CH3:1])=[CH:8][C:7]([N:9]5[CH:13]=[CH:12][CH:11]=[N:10]5)=[C:6]([NH:14][C:3](=[O:2])[CH:4]=[CH2:5])[CH:5]=4)[N:23]=3)[CH:28]=2)[CH2:36][CH2:35][CH2:34]1. (2) The product is: [CH2:35]([O:34][C:33]1[CH:32]=[C:31]([C:2]2[CH:11]=[CH:10][C:9]3[N:8]=[CH:7][C:6]4[N:12]([CH3:24])[C:13](=[O:23])[N:14]([C:15]5[C:16]([CH3:22])=[N:17][N:18]([CH2:20][CH3:21])[CH:19]=5)[C:5]=4[C:4]=3[CH:3]=2)[CH:30]=[CH:29][C:28]=1[O:27][CH2:25][CH3:26])[CH3:36]. Given the reactants Br[C:2]1[CH:11]=[CH:10][C:9]2[N:8]=[CH:7][C:6]3[N:12]([CH3:24])[C:13](=[O:23])[N:14]([C:15]4[C:16]([CH3:22])=[N:17][N:18]([CH2:20][CH3:21])[CH:19]=4)[C:5]=3[C:4]=2[CH:3]=1.[CH2:25]([O:27][C:28]1[CH:29]=[C:30](B2OC(C)(C)C(C)(C)O2)[CH:31]=[CH:32][C:33]=1[O:34][CH2:35][CH3:36])[CH3:26], predict the reaction product. (3) Given the reactants I[C:2]1[N:6]=[C:5]([C:7]2[CH:8]=[N:9][C:10]([C:13]([F:16])([F:15])[F:14])=[CH:11][CH:12]=2)[N:4]([CH3:17])[C:3]=1[C:18]([N:20]1[CH2:25][CH2:24][CH:23]([N:26]2[CH2:30][CH2:29][CH2:28][CH2:27]2)[CH2:22][CH2:21]1)=[O:19].[N:31]1[CH:36]=[CH:35][CH:34]=[C:33](B(O)O)[CH:32]=1, predict the reaction product. The product is: [CH3:17][N:4]1[C:3]([C:18]([N:20]2[CH2:25][CH2:24][CH:23]([N:26]3[CH2:30][CH2:29][CH2:28][CH2:27]3)[CH2:22][CH2:21]2)=[O:19])=[C:2]([C:33]2[CH:32]=[N:31][CH:36]=[CH:35][CH:34]=2)[N:6]=[C:5]1[C:7]1[CH:8]=[N:9][C:10]([C:13]([F:16])([F:15])[F:14])=[CH:11][CH:12]=1. (4) Given the reactants Br[C:2]1[CH:7]=[C:6]([C:8]([CH3:11])([CH3:10])[CH3:9])[CH:5]=[C:4]([Br:12])[CH:3]=1.[Li]CCCC.[CH3:18][C:19]([CH3:21])=[O:20], predict the reaction product. The product is: [Br:12][C:4]1[CH:3]=[C:2]([C:19]([OH:20])([CH3:21])[CH3:18])[CH:7]=[C:6]([C:8]([CH3:11])([CH3:10])[CH3:9])[CH:5]=1. (5) Given the reactants Cl.Cl.Cl.[O:4]1[C:8]2=[C:9]([N:13]3[CH2:18][CH2:17][N:16]([CH2:19][CH2:20][C@H:21]4[CH2:26][CH2:25][C@H:24]([NH2:27])[CH2:23][CH2:22]4)[CH2:15][CH2:14]3)[N:10]=[CH:11][CH:12]=[C:7]2[CH2:6][CH2:5]1.[CH3:28][S:29]([C:32]1[S:36][C:35]([C:37](O)=[O:38])=[CH:34][CH:33]=1)(=[O:31])=[O:30], predict the reaction product. The product is: [O:4]1[C:8]2=[C:9]([N:13]3[CH2:18][CH2:17][N:16]([CH2:19][CH2:20][C@H:21]4[CH2:26][CH2:25][C@H:24]([NH:27][C:37]([C:35]5[S:36][C:32]([S:29]([CH3:28])(=[O:31])=[O:30])=[CH:33][CH:34]=5)=[O:38])[CH2:23][CH2:22]4)[CH2:15][CH2:14]3)[N:10]=[CH:11][CH:12]=[C:7]2[CH2:6][CH2:5]1. (6) Given the reactants [CH2:1]([O:3][C:4](=[O:25])[CH2:5][CH:6]1[O:10][B:9]([OH:11])[C:8]2[CH:12]=[C:13]([OH:24])[CH:14]=[C:15]([O:16][CH2:17][C:18]3[CH:23]=[CH:22][CH:21]=[CH:20][CH:19]=3)[C:7]1=2)[CH3:2].C([O-])([O-])=O.[Cs+].[Cs+].Cl[C:33]1[CH:38]=[N:37][CH:36]=[CH:35][N:34]=1, predict the reaction product. The product is: [CH2:1]([O:3][C:4](=[O:25])[CH2:5][CH:6]1[O:10][B:9]([OH:11])[C:8]2[CH:12]=[C:13]([O:24][C:33]3[CH:38]=[N:37][CH:36]=[CH:35][N:34]=3)[CH:14]=[C:15]([O:16][CH2:17][C:18]3[CH:23]=[CH:22][CH:21]=[CH:20][CH:19]=3)[C:7]1=2)[CH3:2]. (7) Given the reactants [F:1][C:2]1[CH:7]=[C:6]([F:8])[CH:5]=[CH:4][C:3]=1[C:9]1[N:10]2[C:15]([CH:16]=[CH:17][CH:18]=1)=[C:14]([C:19]1[C:27]([F:28])=[CH:26][C:22]([C:23](O)=[O:24])=[CH:21][C:20]=1[F:29])[C:13](=[O:30])[CH:12]=[CH:11]2.[C:31](Cl)(=O)[C:32](Cl)=O.CN(C=O)C.[NH2:42][NH2:43], predict the reaction product. The product is: [F:29][C:20]1[CH:21]=[C:22]([C:23]2[O:24][C:31]([CH3:32])=[N:42][N:43]=2)[CH:26]=[C:27]([F:28])[C:19]=1[C:14]1[C:13](=[O:30])[CH:12]=[CH:11][N:10]2[C:15]=1[CH:16]=[CH:17][CH:18]=[C:9]2[C:3]1[CH:4]=[CH:5][C:6]([F:8])=[CH:7][C:2]=1[F:1]. (8) Given the reactants [S:1]1[CH:5]=[CH:4][CH:3]=[C:2]1[C:6](Cl)=[O:7].[F:9][C:10]1[CH:11]=[C:12]2[C:17](=[CH:18][CH:19]=1)[N:16]([CH3:20])[C:15](=[O:21])[C:14]([C:22]#[N:23])=[C:13]2[N:24]1[CH2:29][CH2:28][NH:27][CH2:26][CH2:25]1, predict the reaction product. The product is: [F:9][C:10]1[CH:11]=[C:12]2[C:17](=[CH:18][CH:19]=1)[N:16]([CH3:20])[C:15](=[O:21])[C:14]([C:22]#[N:23])=[C:13]2[N:24]1[CH2:25][CH2:26][N:27]([C:6]([C:2]2[S:1][CH:5]=[CH:4][CH:3]=2)=[O:7])[CH2:28][CH2:29]1. (9) Given the reactants [CH3:1][O:2][C:3](=[O:16])[C:4]1[CH:9]=[CH:8][C:7]([O:10][CH2:11][C:12]([CH3:14])=[CH2:13])=[C:6](I)[CH:5]=1.C(=O)([O-])[O-].[K+].[K+].[C:23]1(B(O)O)[CH:28]=[CH:27][CH:26]=[CH:25][CH:24]=1, predict the reaction product. The product is: [CH3:1][O:2][C:3]([C:4]1[CH:9]=[CH:8][C:7]2[O:10][CH2:11][C:12]([CH2:14][C:23]3[CH:28]=[CH:27][CH:26]=[CH:25][CH:24]=3)([CH3:13])[C:6]=2[CH:5]=1)=[O:16].